From a dataset of Reaction yield outcomes from USPTO patents with 853,638 reactions. Predict the reaction yield, written as a fraction of the theoretical maximum amount of product (1.0 means a 100% yield; for example, 0.34 means a 34% yield). (1) The reactants are Br[C:2]1[CH:7]=[CH:6][C:5]([S:8]([CH2:11][CH2:12][O:13][CH3:14])(=[O:10])=[O:9])=[CH:4][CH:3]=1.[CH3:15][C@@H:16]1[CH2:20][CH2:19][CH2:18][N:17]1[CH2:21][CH2:22][C:23]1[CH:28]=[CH:27][C:26](B(O)O)=[CH:25][CH:24]=1.C([O-])([O-])=O.[Na+].[Na+]. The catalyst is CCO.C1C=CC=CC=1.O.C1C=CC([P]([Pd]([P](C2C=CC=CC=2)(C2C=CC=CC=2)C2C=CC=CC=2)([P](C2C=CC=CC=2)(C2C=CC=CC=2)C2C=CC=CC=2)[P](C2C=CC=CC=2)(C2C=CC=CC=2)C2C=CC=CC=2)(C2C=CC=CC=2)C2C=CC=CC=2)=CC=1. The product is [CH3:14][O:13][CH2:12][CH2:11][S:8]([C:5]1[CH:6]=[CH:7][C:2]([C:26]2[CH:25]=[CH:24][C:23]([CH2:22][CH2:21][N:17]3[CH2:18][CH2:19][CH2:20][C@H:16]3[CH3:15])=[CH:28][CH:27]=2)=[CH:3][CH:4]=1)(=[O:10])=[O:9]. The yield is 0.620. (2) The reactants are [NH2:1][C:2]1[CH:3]=[C:4]([CH:8]=[C:9]([C:11]([CH3:15])=[C:12]([CH3:14])[CH3:13])[CH:10]=1)[C:5]([OH:7])=[O:6].[CH3:16][O:17][C:18]1[N:23]=[C:22]([O:24][CH3:25])[C:21]([C:26]2[CH:35]=[C:34]3[C:29]([C:30](Cl)=[C:31]([C:36]([NH2:38])=[O:37])[CH:32]=[N:33]3)=[CH:28][CH:27]=2)=[CH:20][N:19]=1. The catalyst is C(O)(=O)C. The product is [C:5]([OH:7])(=[O:6])[CH3:4].[NH2:38][C:36]([C:31]1[CH:32]=[N:33][C:34]2[C:29]([C:30]=1[NH:1][C:2]1[CH:3]=[C:4]([CH:8]=[C:9]([C:11]([CH3:15])=[C:12]([CH3:14])[CH3:13])[CH:10]=1)[C:5]([OH:7])=[O:6])=[CH:28][CH:27]=[C:26]([C:21]1[C:22]([O:24][CH3:25])=[N:23][C:18]([O:17][CH3:16])=[N:19][CH:20]=1)[CH:35]=2)=[O:37]. The yield is 0.361.